From a dataset of Forward reaction prediction with 1.9M reactions from USPTO patents (1976-2016). Predict the product of the given reaction. (1) Given the reactants [F:1][C:2]1[C:10]([CH3:11])=[C:9]([Br:12])[C:8]([F:13])=[CH:7][C:3]=1[C:4]([OH:6])=O.S(Cl)(Cl)=O.[CH3:18][N:19]([CH3:27])[CH:20]=[CH:21][C:22]([O:24][CH2:25][CH3:26])=[O:23].C(N(CC)CC)C, predict the reaction product. The product is: [Br:12][C:9]1[C:8]([F:13])=[CH:7][C:3]([C:4]([C:21](=[CH:20][N:19]([CH3:27])[CH3:18])[C:22]([O:24][CH2:25][CH3:26])=[O:23])=[O:6])=[C:2]([F:1])[C:10]=1[CH3:11]. (2) Given the reactants [Br:1][C:2]1[O:7][C:6]2[CH:8]=[CH:9][CH:10]=[C:11]([C:12]([NH2:14])=[O:13])[C:5]=2[O:4][CH:3]=1.N.[CH3:16]N, predict the reaction product. The product is: [CH3:16][NH:14][C:12]([C:11]1[C:5]2[O:4][CH:3]=[C:2]([Br:1])[O:7][C:6]=2[CH:8]=[CH:9][CH:10]=1)=[O:13]. (3) Given the reactants [N+:1]([CH2:4][CH3:5])([O-])=[O:2].C1(N=C=O)C=CC=CC=1.[C:15]([Sn:17]([CH2:26][CH2:27][CH2:28][CH3:29])([CH2:22][CH2:23][CH2:24][CH3:25])[CH2:18][CH2:19][CH2:20][CH3:21])#[CH:16].CCN(CC)CC, predict the reaction product. The product is: [CH3:5][C:4]1[CH:16]=[C:15]([Sn:17]([CH2:22][CH2:23][CH2:24][CH3:25])([CH2:18][CH2:19][CH2:20][CH3:21])[CH2:26][CH2:27][CH2:28][CH3:29])[O:2][N:1]=1.